Dataset: Forward reaction prediction with 1.9M reactions from USPTO patents (1976-2016). Task: Predict the product of the given reaction. Given the reactants [CH:1]1([C:4]2[CH:5]=[C:6]([CH:8]=[CH:9][CH:10]=2)[NH2:7])[CH2:3][CH2:2]1.C[Al](C)C.C[O:16][C:17]([C:19]1[C:28]2[C:23](=[CH:24][C:25]([O:29][C:30]3[CH:35]=[CH:34][N:33]=[C:32]([CH2:36][O:37][CH3:38])[N:31]=3)=[CH:26][CH:27]=2)[CH:22]=[CH:21][CH:20]=1)=O.[NH4+].[Cl-], predict the reaction product. The product is: [CH:1]1([C:4]2[CH:5]=[C:6]([NH:7][C:17]([C:19]3[C:28]4[C:23](=[CH:24][C:25]([O:29][C:30]5[CH:35]=[CH:34][N:33]=[C:32]([CH2:36][O:37][CH3:38])[N:31]=5)=[CH:26][CH:27]=4)[CH:22]=[CH:21][CH:20]=3)=[O:16])[CH:8]=[CH:9][CH:10]=2)[CH2:3][CH2:2]1.